The task is: Predict the reactants needed to synthesize the given product.. This data is from Full USPTO retrosynthesis dataset with 1.9M reactions from patents (1976-2016). (1) Given the product [NH2:35][CH:32]1[CH2:31][CH2:30][N:29]([C:16]2[N:17]=[C:18]([C:19]3[CH:20]=[C:21]([CH:25]=[CH:26][C:27]=3[CH3:28])[C:22]([NH:54][CH2:52][CH:51]3[CH2:49][CH2:50]3)=[O:24])[C:13]3[CH2:12][NH:11][C:10](=[O:43])[N:9]([C:3]4[C:4]([F:8])=[CH:5][CH:6]=[CH:7][C:2]=4[F:1])[C:14]=3[N:15]=2)[CH2:34][CH2:33]1, predict the reactants needed to synthesize it. The reactants are: [F:1][C:2]1[CH:7]=[CH:6][CH:5]=[C:4]([F:8])[C:3]=1[N:9]1[C:14]2[N:15]=[C:16]([N:29]3[CH2:34][CH2:33][CH:32]([NH:35]C(OC(C)(C)C)=O)[CH2:31][CH2:30]3)[N:17]=[C:18]([C:19]3[CH:20]=[C:21]([CH:25]=[CH:26][C:27]=3[CH3:28])[C:22]([OH:24])=O)[C:13]=2[CH2:12][NH:11][C:10]1=[O:43].C(Cl)CCl.C1[CH:49]=[CH:50][C:51]2N(O)N=[N:54][C:52]=2C=1.C1(CN)CC1. (2) Given the product [S:17]1[C:21]2[CH:22]=[CH:23][CH:24]=[CH:25][C:20]=2[N:19]=[C:18]1[NH:26][C:27]([C:29]1[CH:30]=[CH:31][CH:32]=[C:33]2[C:38]=1[CH2:37][N:36]([C:39]1[S:40][C:41]([CH2:49][CH2:50][CH2:51][O:1][C:2]3[CH:3]=[CH:4][C:5]([C:8]4[C:9]([C:13]#[N:14])=[CH:10][S:11][CH:12]=4)=[CH:6][CH:7]=3)=[C:42]([C:44]([OH:46])=[O:45])[N:43]=1)[CH2:35][CH2:34]2)=[O:28], predict the reactants needed to synthesize it. The reactants are: [OH:1][C:2]1[CH:7]=[CH:6][C:5]([C:8]2[C:9]([C:13]#[N:14])=[CH:10][S:11][CH:12]=2)=[CH:4][CH:3]=1.[H-].[Na+].[S:17]1[C:21]2[CH:22]=[CH:23][CH:24]=[CH:25][C:20]=2[N:19]=[C:18]1[NH:26][C:27]([C:29]1[CH:30]=[CH:31][CH:32]=[C:33]2[C:38]=1[CH2:37][N:36]([C:39]1[S:40][C:41]([CH2:49][CH2:50][CH2:51]I)=[C:42]([C:44]([O:46]CC)=[O:45])[N:43]=1)[CH2:35][CH2:34]2)=[O:28]. (3) Given the product [Cl:34][C:29]1[CH:30]=[CH:31][CH:32]=[CH:33][C:28]=1[N:27]1[C:6](/[CH:7]=[CH:8]/[C:3]2[O:10][C:9]([C:7]3[CH:6]=[CH:5][N:4]=[C:3]([O:2][CH3:1])[CH:8]=3)=[N:11][N:4]=2)=[N:24][N:25]=[C:26]1[C:35]1[CH:40]=[CH:39][C:38]([O:41][CH2:42][CH3:43])=[CH:37][N:36]=1, predict the reactants needed to synthesize it. The reactants are: [CH3:1][O:2][C:3]1[CH:8]=[C:7]([C:9]([NH:11]C(=O)/C=C\C(O)=O)=[O:10])[CH:6]=[CH:5][N:4]=1.O=P(Cl)(Cl)Cl.[NH2:24][NH:25][C:26]([C:35]1[CH:40]=[CH:39][C:38]([O:41][CH2:42][CH3:43])=[CH:37][N:36]=1)=[N:27][C:28]1[CH:33]=[CH:32][CH:31]=[CH:30][C:29]=1[Cl:34]. (4) Given the product [CH3:35][C:31]1([CH3:36])[CH2:30][CH2:29][C:28](=[O:37])[C:27]2[CH:26]=[C:25]([C:20]3[CH:21]=[C:22]4[C:17](=[CH:18][CH:19]=3)[CH:16]=[C:15]([C:13]([OH:14])=[O:12])[CH:24]=[CH:23]4)[CH:34]=[CH:33][C:32]1=2, predict the reactants needed to synthesize it. The reactants are: C(O)(=O)C1C=CC=CC=1.C([O:12][C:13]([C:15]1[CH:24]=[CH:23][C:22]2[C:17](=[CH:18][CH:19]=[C:20]([C:25]3[CH:34]=[CH:33][C:32]4[C:31]([CH3:36])([CH3:35])[CH2:30][CH2:29][C:28](=[O:37])[C:27]=4[CH:26]=3)[CH:21]=2)[CH:16]=1)=[O:14])C. (5) The reactants are: [Cl:1][C:2]1[CH:11]=[C:10]([CH2:12][CH2:13][C:14]2([CH:22]3[CH2:26][CH2:25][CH2:24][CH2:23]3)[CH2:19][C:18](=[O:20])[CH2:17][C:16](=[O:21])[O:15]2)[CH:9]=[CH:8][C:3]=1[C:4]([O:6]C)=[O:5].C1(C2(CCC3C=CC(C(OC)=O)=C(F)C=3)CC(=O)CC(=O)O2)CCCC1. Given the product [Cl:1][C:2]1[CH:11]=[C:10]([CH2:12][CH2:13][C:14]2([CH:22]3[CH2:26][CH2:25][CH2:24][CH2:23]3)[CH2:19][C:18](=[O:20])[CH2:17][C:16](=[O:21])[O:15]2)[CH:9]=[CH:8][C:3]=1[C:4]([OH:6])=[O:5], predict the reactants needed to synthesize it. (6) Given the product [F:31][C:32]([F:37])([F:36])[CH2:33][N:34]1[C:1]([C:4]2[N:5]=[C:6]3[C:12]4[CH:13]=[CH:14][C:15]([C:17]([O:19][CH3:20])=[O:18])=[CH:16][C:11]=4[O:10][CH2:9][CH2:8][N:7]3[CH:21]=2)=[N:2][CH:27]=[N:25]1, predict the reactants needed to synthesize it. The reactants are: [C:1]([C:4]1[N:5]=[C:6]2[C:12]3[CH:13]=[CH:14][C:15]([C:17]([O:19][CH3:20])=[O:18])=[CH:16][C:11]=3[O:10][CH2:9][CH2:8][N:7]2[CH:21]=1)(=O)[NH2:2].COC(OC)[N:25]([CH3:27])C.Cl.[F:31][C:32]([F:37])([F:36])[CH2:33][NH:34]N.